Dataset: Experimentally validated miRNA-target interactions with 360,000+ pairs, plus equal number of negative samples. Task: Binary Classification. Given a miRNA mature sequence and a target amino acid sequence, predict their likelihood of interaction. (1) Result: 1 (interaction). The miRNA is hsa-miR-574-5p with sequence UGAGUGUGUGUGUGUGAGUGUGU. The protein sequence of the target gene is MARAQALVLALTFQLCAPETETPAAGCTFEEASDPAVPCEYSQAQYDDFQWEQVRIHPGTRAPADLPHGSYLMVNTSQHAPGQRAHVIFQSLSENDTHCVQFSYFLYSRDGHSPGTLGVYVRVNGGPLGSAVWNMTGSHGRQWHQAELAVSTFWPNEYQVLFEALISPDRRGYMGLDDILLLSYPCAKAPHFSRLGDVEVNAGQNASFQCMAAGRAAEAERFLLQRQSGALVPAAGVRHISHRRFLATFPLAAVSRAEQDLYRCVSQAPRGAGVSNFAELIVKEPPTPIAPPQLLRAGPT.... (2) The miRNA is hsa-miR-4779 with sequence UAGGAGGGAAUAGUAAAAGCAG. The protein sequence of the target gene is MNWNEKPKSATLPPLYPKSQPPFLHQSLINQITTTSQSSFSYPGSNQEACMYPGNSNPISQPLLNIQNYPQQISVSDMHNGTVVASHTSVERITYANVNGPKQLTHNLQMSSGVTQNVWLNSPMRNPVHSHIGATVSHQTDFGANVPNMPALQSQLITSDTYSMQMQMIPSNSTRLPVAYQGNQGLNQSFSEQQVDWTQQCISKGLTYPDYRPPPKLYRYSPQSFLPDSTIQKQNFIPHTSLQVKNSQLLNSVLTLPSRQTSAVPSQQYATQTDKRPPPPPYNCRYGSQPLQSTQHITKH.... Result: 1 (interaction). (3) The miRNA is mmu-miR-301a-3p with sequence CAGUGCAAUAGUAUUGUCAAAGC. Result: 0 (no interaction). The protein sequence of the target gene is MEFRQEEFRKLAGRALGRLHRLLEKRQEGAETLELSADGRPVTTHTRDPPVVDCTCFGLPRRYIIAIMSGLGFCISFGIRCNLGVAIVSMVNNSTTHRGGHVVVQKAQFNWDPETVGLIHGSFFWGYIVTQIPGGFICQKFAANRVFGFAIVATSTLNMLIPSAARVHYGCVIFVRILQGLVEGVTYPACHGIWSKWAPPLERSRLATTAFCGSYAGAVVAMPLAGVLVQYSGWSSVFYVYGSFGIFWYLFWLLVSYESPALHPSISEEERKYIEDAIGESAKLMNPVTKFNTPWRRFFT.... (4) The miRNA is mmu-miR-339-5p with sequence UCCCUGUCCUCCAGGAGCUCACG. The protein sequence of the target gene is MSVPSALMKQPPIQSTAGAVPVRNEKGEISMEKVKVKRYVSGKRPDYAPMESSDEEDEEFQFIKKAKEQEAEPEEQEEDSSSDPRLRRLQNRISEDVEERLARHRKIVEPEVVGESDSEVEGDAWRLEREDSSEEEEEEIDDEEIERRRGMMRQRAQERKNEEMEVMEVEDEGRSGEESESESEYEEYTDSEDEMEPRLKPVFIRKKDRVTVQEREAEALKQKELEQEAKRMAEERRKYTLKIVEEETKKELEENKRSLAALDALNTDDENDEEEYEAWKVRELKRIKREREDREALEKE.... Result: 1 (interaction). (5) The protein sequence of the target gene is MEHSTFLSGLVLATLLSQVSPFKIPIEELEDRVFVNCNTSITWVEGTVGTLLSDITRLDLGKRILDPRGIYRCNGTDIYKDKESTVQVHYRMCQSCVELDPATVAGIIVTDVIATLLLALGVFCFAGHETGRLSGAADTQALLRNDQVYQPLRDRDDAQYSHLGGNWARNK. The miRNA is hsa-miR-30c-2-3p with sequence CUGGGAGAAGGCUGUUUACUCU. Result: 1 (interaction). (6) The miRNA is mmu-miR-709 with sequence GGAGGCAGAGGCAGGAGGA. The protein sequence of the target gene is MQAGPVQAVPPPPPVATESKQPIEEEASSKEDPTPSKPVVGIIYPPPEVRNIVDKTASFVARNGPEFEARIRQNEINNPKFNFLNPNDPYHAYYRHKVSEFKEGKAQEPSAAIPKVMQQQQQATQQQLPQKVQAQVIQETIVPKEPPPEFEFIADPPSISAFDLDVVKLTAQFVARNGRQFLTQLMQKEQRNYQFDFLRPQHSLFNYFTKLVEQYTKILIPPKGLFSKLKKEAENPREVLDQVCYRVEWAKFQERERKKEEEEKEKERVAYAQIDWHDFVVVETVDFQPNEQGNFPPPTT.... Result: 1 (interaction).